Dataset: Reaction yield outcomes from USPTO patents with 853,638 reactions. Task: Predict the reaction yield, written as a fraction of the theoretical maximum amount of product (1.0 means a 100% yield; for example, 0.34 means a 34% yield). (1) The reactants are [N+:1]([C:4]1[CH:9]=[CH:8][C:7]([NH:10][S:11]([CH3:14])(=[O:13])=[O:12])=[CH:6][CH:5]=1)([O-])=O.C(OCC)(=O)C.CO. The catalyst is CN(C)C=O.[Pd]. The product is [NH2:1][C:4]1[CH:9]=[CH:8][C:7]([NH:10][S:11]([CH3:14])(=[O:13])=[O:12])=[CH:6][CH:5]=1. The yield is 0.710. (2) The reactants are C([O:3][C:4]([C:6]1[CH:7]=[C:8]2[C:13](=[CH:14][CH:15]=1)[NH:12][CH:11]([C:16]1[CH:21]=[CH:20][CH:19]=[C:18]([Br:22])[CH:17]=1)[C:10]([CH3:24])([CH3:23])[CH2:9]2)=[O:5])C.[OH-].[Na+].Cl. The catalyst is CO.O1CCCC1.O. The product is [Br:22][C:18]1[CH:17]=[C:16]([CH:11]2[C:10]([CH3:23])([CH3:24])[CH2:9][C:8]3[C:13](=[CH:14][CH:15]=[C:6]([C:4]([OH:5])=[O:3])[CH:7]=3)[NH:12]2)[CH:21]=[CH:20][CH:19]=1. The yield is 0.900.